Dataset: Reaction yield outcomes from USPTO patents with 853,638 reactions. Task: Predict the reaction yield, written as a fraction of the theoretical maximum amount of product (1.0 means a 100% yield; for example, 0.34 means a 34% yield). (1) The reactants are Br[CH2:2][CH2:3][O:4][C:5](=[O:7])[CH3:6].C(=O)([O-])[O-].[K+].[K+].[OH:14][CH:15]1[CH2:20][CH2:19][NH:18][CH2:17][CH2:16]1. The catalyst is O1CCCC1. The product is [CH2:3]([O:4][C:5](=[O:7])[CH2:6][N:18]1[CH2:19][CH2:20][CH:15]([OH:14])[CH2:16][CH2:17]1)[CH3:2]. The yield is 0.830. (2) The reactants are S(Cl)(Cl)=O.[C:5]([C:7]1[CH:12]=[CH:11][C:10]([N:13]2[C:20](=[O:21])[C:16]3([CH2:19][CH2:18][CH2:17]3)[N:15]([C:22]3[CH:27]=[CH:26][C:25]([CH2:28][C:29]([OH:31])=O)=[CH:24][CH:23]=3)[C:14]2=[S:32])=[CH:9][C:8]=1[C:33]([F:36])([F:35])[F:34])#[N:6].[CH3:37][NH2:38]. The catalyst is C1COCC1. The product is [CH3:37][NH:38][C:29](=[O:31])[CH2:28][C:25]1[CH:24]=[CH:23][C:22]([N:15]2[C:14](=[S:32])[N:13]([C:10]3[CH:11]=[CH:12][C:7]([C:5]#[N:6])=[C:8]([C:33]([F:35])([F:36])[F:34])[CH:9]=3)[C:20](=[O:21])[C:16]32[CH2:19][CH2:18][CH2:17]3)=[CH:27][CH:26]=1. The yield is 0.950. (3) The reactants are [C:1]1([CH:7]2[CH2:12][CH2:11][N:10]([C:13]([C@H:15]3[CH2:20][CH2:19][CH:18]([C:21]([N:23]4[CH2:27][CH2:26][CH2:25][CH2:24]4)=[O:22])[CH2:17][C@@H:16]3[C:28](OC)=[O:29])=[O:14])[CH2:9][CH2:8]2)[CH:6]=[CH:5][CH:4]=[CH:3][CH:2]=1.CN([P+]([O:42][N:43]1N=NC2C=CC=CC1=2)(N(C)C)N(C)C)C.F[P-](F)(F)(F)(F)F.Cl.C1(C2CCNCC=2)C=CC=CC=1.C(N(CC)C(C)C)(C)C.C([O-])(O)=O.[Na+]. The catalyst is CN(C=O)C. The product is [OH:42][NH:43][C:28]([C@H:16]1[CH2:17][CH:18]([C:21]([N:23]2[CH2:24][CH2:25][CH2:26][CH2:27]2)=[O:22])[CH2:19][CH2:20][C@@H:15]1[C:13]([N:10]1[CH2:11][CH:12]=[C:7]([C:1]2[CH:2]=[CH:3][CH:4]=[CH:5][CH:6]=2)[CH2:8][CH2:9]1)=[O:14])=[O:29]. The yield is 0.797. (4) The reactants are [N:1]1[C:10]2[CH:9]([NH2:11])[CH2:8][CH2:7][CH2:6][C:5]=2[CH:4]=[CH:3][CH:2]=1.[O:12]=[C:13]1[C:21]2[C:16](=[CH:17][CH:18]=[CH:19][CH:20]=2)[C:15](=[O:22])[N:14]1[CH2:23][CH2:24][CH2:25][CH:26]=O.[BH-](OC(C)=O)(OC(C)=O)OC(C)=O.[Na+]. The catalyst is C(Cl)Cl. The product is [N:1]1[C:10]2[CH:9]([NH:11][CH2:26][CH2:25][CH2:24][CH2:23][N:14]3[C:15](=[O:22])[C:16]4[C:21](=[CH:20][CH:19]=[CH:18][CH:17]=4)[C:13]3=[O:12])[CH2:8][CH2:7][CH2:6][C:5]=2[CH:4]=[CH:3][CH:2]=1. The yield is 0.520. (5) The reactants are [Si:1]([O:18][CH2:19][C@H:20]1[C:24](=[O:25])[CH:23]=[CH:22][CH2:21]1)([C:14]([CH3:17])([CH3:16])[CH3:15])([C:8]1[CH:13]=[CH:12][CH:11]=[CH:10][CH:9]=1)[C:2]1[CH:7]=[CH:6][CH:5]=[CH:4][CH:3]=1.[CH3:26][Li]. The catalyst is C(OCC)C. The product is [Si:1]([O:18][CH2:19][C@H:20]1[C@@:24]([CH3:26])([OH:25])[CH:23]=[CH:22][CH2:21]1)([C:14]([CH3:17])([CH3:15])[CH3:16])([C:8]1[CH:13]=[CH:12][CH:11]=[CH:10][CH:9]=1)[C:2]1[CH:3]=[CH:4][CH:5]=[CH:6][CH:7]=1. The yield is 0.730.